This data is from Full USPTO retrosynthesis dataset with 1.9M reactions from patents (1976-2016). The task is: Predict the reactants needed to synthesize the given product. Given the product [NH2:1][C:2]1[C:11]([N:12]2[CH2:13][CH2:14][O:15][CH2:16][CH2:17]2)=[CH:10][C:9]2[C:4](=[CH:5][CH:6]=[C:7]([C:18]3[C:23]([CH3:24])=[CH:22][CH:21]=[CH:20][C:19]=3[CH:25]([C:27]3[CH:28]=[CH:29][CH:30]=[CH:31][CH:32]=3)[OH:26])[CH:8]=2)[N:3]=1, predict the reactants needed to synthesize it. The reactants are: [NH2:1][C:2]1[C:11]([N:12]2[CH2:17][CH2:16][O:15][CH2:14][CH2:13]2)=[CH:10][C:9]2[C:4](=[CH:5][CH:6]=[C:7]([C:18]3[C:23]([CH3:24])=[CH:22][CH:21]=[CH:20][C:19]=3[C:25]([C:27]3[CH:32]=[CH:31][CH:30]=[CH:29][CH:28]=3)=[O:26])[CH:8]=2)[N:3]=1.[BH4-].[Na+].C(=O)(O)[O-].